Predict the reactants needed to synthesize the given product. From a dataset of Full USPTO retrosynthesis dataset with 1.9M reactions from patents (1976-2016). (1) Given the product [CH3:20][O:19][C:16]1[CH:17]=[CH:18][C:13]([CH:12]=[C:8]([C:7]([N:1]2[CH2:6][CH2:5][O:4][CH2:3][CH2:2]2)=[S:11])[C:9]#[N:10])=[CH:14][CH:15]=1, predict the reactants needed to synthesize it. The reactants are: [N:1]1([C:7](=[S:11])[CH2:8][C:9]#[N:10])[CH2:6][CH2:5][O:4][CH2:3][CH2:2]1.[CH:12](=O)[C:13]1[CH:18]=[CH:17][C:16]([O:19][CH3:20])=[CH:15][CH:14]=1. (2) Given the product [CH:1]1[CH:2]=[CH:3][C:4]([C@@H:7]([N:15]2[CH2:20][CH2:19][N:18]([CH2:21][CH2:22][O:23][CH2:24][C:25]([OH:27])=[O:26])[CH2:17][CH2:16]2)[C:8]2[CH:9]=[CH:10][C:11]([Cl:14])=[CH:12][CH:13]=2)=[CH:5][CH:6]=1.[ClH:28].[ClH:14], predict the reactants needed to synthesize it. The reactants are: [CH:1]1[CH:2]=[CH:3][C:4]([C@@H:7]([N:15]2[CH2:20][CH2:19][N:18]([CH2:21][CH2:22][O:23][CH2:24][C:25]([OH:27])=[O:26])[CH2:17][CH2:16]2)[C:8]2[CH:9]=[CH:10][C:11]([Cl:14])=[CH:12][CH:13]=2)=[CH:5][CH:6]=1.[ClH:28]. (3) Given the product [C:1]([NH:4][C:5]1[C:6]([Cl:19])=[C:7]([C:15]([O:17][CH3:18])=[O:16])[N:8]=[C:9]([C:26]2[C:21]([Cl:20])=[N:22][C:23]([Cl:28])=[CH:24][CH:25]=2)[CH:10]=1)(=[O:3])[CH3:2], predict the reactants needed to synthesize it. The reactants are: [C:1]([NH:4][C:5]1[CH:10]=[C:9]([Sn](C)(C)C)[N:8]=[C:7]([C:15]([O:17][CH3:18])=[O:16])[C:6]=1[Cl:19])(=[O:3])[CH3:2].[Cl:20][C:21]1[C:26](I)=[CH:25][CH:24]=[C:23]([Cl:28])[N:22]=1.[F-].[Cs+]. (4) Given the product [C:1]([O:5][C:6]([N:8]1[CH2:12][C@@H:11]([C:13]([O:15][CH3:16])=[O:14])[CH2:10][C@H:9]1[C:17]([O:19][C:20]([CH3:23])([CH3:22])[CH3:21])=[O:18])=[O:7])([CH3:4])([CH3:3])[CH3:2], predict the reactants needed to synthesize it. The reactants are: [C:1]([O:5][C:6]([N:8]1[CH:12]=[C:11]([C:13]([O:15][CH3:16])=[O:14])[CH2:10][C@H:9]1[C:17]([O:19][C:20]([CH3:23])([CH3:22])[CH3:21])=[O:18])=[O:7])([CH3:4])([CH3:3])[CH3:2]. (5) Given the product [CH3:1][O:2][C:3]1[CH:4]=[C:5]([C:6]2[O:7][C:19]([C:18]3[CH:22]=[CH:23][C:15]([NH:14][CH3:13])=[CH:16][CH:17]=3)=[N:9][N:8]=2)[CH:10]=[CH:11][CH:12]=1, predict the reactants needed to synthesize it. The reactants are: [CH3:1][O:2][C:3]1[CH:4]=[C:5]([CH:10]=[CH:11][CH:12]=1)[C:6]([NH:8][NH2:9])=[O:7].[CH3:13][NH:14][C:15]1[CH:23]=[CH:22][C:18]([C:19](O)=O)=[CH:17][CH:16]=1.CCN(CC)CC.[Cl-].ClC1N(C)CC[NH+]1C. (6) Given the product [CH3:18][C:17]([Si:14]([CH3:16])([CH3:15])[O:13][CH2:12][C:4]1[CH:5]=[C:6]2[C:11](=[C:2]([CH:29]=[O:30])[CH:3]=1)[N:10]=[CH:9][CH:8]=[CH:7]2)([CH3:20])[CH3:19], predict the reactants needed to synthesize it. The reactants are: Br[C:2]1[CH:3]=[C:4]([CH2:12][O:13][Si:14]([C:17]([CH3:20])([CH3:19])[CH3:18])([CH3:16])[CH3:15])[CH:5]=[C:6]2[C:11]=1[N:10]=[CH:9][CH:8]=[CH:7]2.C([Li])CCC.CN([CH:29]=[O:30])C. (7) Given the product [CH3:18][O:19][C:20](=[O:32])[CH2:21][C@H:22]1[C:26]2[CH:27]=[CH:28][C:29]([O:1][C@H:2]3[C:10]4[C:5](=[C:6]([N:11]5[CH:16]=[CH:15][CH:14]=[CH:13][C:12]5=[O:17])[CH:7]=[CH:8][CH:9]=4)[CH2:4][CH2:3]3)=[CH:30][C:25]=2[O:24][CH2:23]1, predict the reactants needed to synthesize it. The reactants are: [OH:1][C@@H:2]1[C:10]2[C:5](=[C:6]([N:11]3[CH:16]=[CH:15][CH:14]=[CH:13][C:12]3=[O:17])[CH:7]=[CH:8][CH:9]=2)[CH2:4][CH2:3]1.[CH3:18][O:19][C:20](=[O:32])[CH2:21][C@H:22]1[C:26]2[CH:27]=[CH:28][C:29](O)=[CH:30][C:25]=2[O:24][CH2:23]1.